Task: Predict which catalyst facilitates the given reaction.. Dataset: Catalyst prediction with 721,799 reactions and 888 catalyst types from USPTO (1) Reactant: [Cl:1][C:2]1[C:3](=[O:10])O[C:5](=[O:9])[C:6]=1[CH2:7][CH3:8].[F:11][C:12]([F:21])([F:20])[C:13]1[CH:18]=[CH:17][N:16]=[C:15]([NH2:19])[CH:14]=1.O.C1(C)C=CC(S(O)(=O)=O)=CC=1. Product: [Cl:1][C:2]1[C:3](=[O:10])[N:19]([C:15]2[CH:14]=[C:13]([C:12]([F:20])([F:11])[F:21])[CH:18]=[CH:17][N:16]=2)[C:5](=[O:9])[C:6]=1[CH2:7][CH3:8]. The catalyst class is: 11. (2) Reactant: [C:1]([O:5][C:6]([N:8]1[CH2:13][CH2:12][C:11]([C:15]2[C:20]([CH3:21])=[CH:19][CH:18]=[CH:17][C:16]=2[F:22])(O)[CH2:10][CH2:9]1)=[O:7])([CH3:4])([CH3:3])[CH3:2]. Product: [C:1]([O:5][C:6]([N:8]1[CH2:9][CH:10]=[C:11]([C:15]2[C:20]([CH3:21])=[CH:19][CH:18]=[CH:17][C:16]=2[F:22])[CH2:12][CH2:13]1)=[O:7])([CH3:4])([CH3:3])[CH3:2]. The catalyst class is: 55. (3) Reactant: C1N=CN([C:6](N2C=NC=C2)=[O:7])C=1.[Cl:13][C:14]1[CH:15]=[C:16]([CH:21]([NH2:27])[CH2:22][C:23]([F:26])([F:25])[F:24])[CH:17]=[CH:18][C:19]=1[Cl:20].CCN(C(C)C)C(C)C.[N:37]1[C:42]2[CH2:43][NH:44][CH2:45][CH2:46][C:41]=2[CH:40]=[N:39][C:38]=1[NH:47][C@@H:48]([CH3:51])[CH2:49][OH:50]. Product: [Cl:13][C:14]1[CH:15]=[C:16]([CH:21]([NH:27][C:6]([N:44]2[CH2:45][CH2:46][C:41]3[CH:40]=[N:39][C:38]([NH:47][C@@H:48]([CH3:51])[CH2:49][OH:50])=[N:37][C:42]=3[CH2:43]2)=[O:7])[CH2:22][C:23]([F:24])([F:25])[F:26])[CH:17]=[CH:18][C:19]=1[Cl:20]. The catalyst class is: 59. (4) Reactant: [F:1][C:2]([F:14])([C:7]1[CH:12]=[CH:11][CH:10]=[C:9]([OH:13])[CH:8]=1)[C:3]([O:5][CH3:6])=[O:4].Cl.Cl[CH2:17][CH2:18][N:19]1[CH2:24][CH2:23][O:22][CH2:21][CH2:20]1.[C:25](=O)([O-])[O-].[K+].[K+]. Product: [F:1][C:2]([F:14])([C:7]1[CH:12]=[CH:11][CH:10]=[C:9]([O:13][CH2:17][CH2:18][N:19]2[CH2:24][CH2:23][O:22][CH2:21][CH2:20]2)[CH:8]=1)[C:3]([O:5][CH2:6][CH3:25])=[O:4]. The catalyst class is: 21. (5) Reactant: [CH:1]([O:4][C:5]1[CH:6]=[C:7]([CH:11]=[CH:12][C:13]=1[CH:14]=[CH2:15])[C:8]([OH:10])=O)([CH3:3])[CH3:2].C(Cl)(=O)C(Cl)=O.C(OC1C=C(C=CC=1C=C)C(Cl)=O)(C)C.[CH:37]([NH:40][CH:41]([CH3:43])[CH3:42])([CH3:39])[CH3:38]. Product: [CH:1]([O:4][C:5]1[CH:6]=[C:7]([CH:11]=[CH:12][C:13]=1[CH:14]=[CH2:15])[C:8]([N:40]([CH:41]([CH3:43])[CH3:42])[CH:37]([CH3:39])[CH3:38])=[O:10])([CH3:2])[CH3:3]. The catalyst class is: 59. (6) Reactant: [CH2:1]([O:3][C:4]([N:6]1[CH2:11][CH2:10][N:9]([C:12]([CH2:14][C:15]([C:17]2[CH:26]=[CH:25][C:24]3[C:19](=[CH:20][CH:21]=[CH:22][CH:23]=3)[C:18]=2[NH:27][CH2:28][C:29]([O:31]C(C)(C)C)=[O:30])=[O:16])=[O:13])[CH2:8][CH2:7]1)=[O:5])[CH3:2].C(O)(C(F)(F)F)=O.C([O-])(O)=O.[Na+]. Product: [CH2:1]([O:3][C:4]([N:6]1[CH2:11][CH2:10][N:9]([C:12]([CH2:14][C:15]([C:17]2[CH:26]=[CH:25][C:24]3[C:19](=[CH:20][CH:21]=[CH:22][CH:23]=3)[C:18]=2[NH:27][CH2:28][C:29]([OH:31])=[O:30])=[O:16])=[O:13])[CH2:8][CH2:7]1)=[O:5])[CH3:2]. The catalyst class is: 34. (7) Reactant: [F:1][C:2]1[CH:3]=[CH:4][C:5]([O:9][CH2:10][C:11]([F:14])([F:13])[F:12])=[C:6]([CH:8]=1)[NH2:7].Cl.Cl[CH2:17][CH2:18][NH:19][CH2:20][CH2:21]Cl.[I-].[K+].C(=O)([O-])[O-].[K+].[K+]. Product: [F:1][C:2]1[CH:3]=[CH:4][C:5]([O:9][CH2:10][C:11]([F:12])([F:13])[F:14])=[C:6]([N:7]2[CH2:21][CH2:20][NH:19][CH2:18][CH2:17]2)[CH:8]=1. The catalyst class is: 51.